The task is: Predict the product of the given reaction.. This data is from Forward reaction prediction with 1.9M reactions from USPTO patents (1976-2016). Given the reactants [F:1][C:2]([F:29])([F:28])[C:3]1[CH:4]=[C:5]([C@H:13]([O:15][C@@H:16]2[C@@H:20]([C:21]3[CH:26]=[CH:25][C:24]([F:27])=[CH:23][CH:22]=3)[CH2:19][NH:18][CH2:17]2)[CH3:14])[CH:6]=[C:7]([C:9]([F:12])([F:11])[F:10])[CH:8]=1.N1C=CC=CC=1.[CH3:36][N:37]=[C:38]=[O:39], predict the reaction product. The product is: [F:29][C:2]([F:1])([F:28])[C:3]1[CH:4]=[C:5]([C@H:13]([O:15][C@@H:16]2[C@@H:20]([C:21]3[CH:22]=[CH:23][C:24]([F:27])=[CH:25][CH:26]=3)[CH2:19][N:18]([C:38]([NH:37][CH3:36])=[O:39])[CH2:17]2)[CH3:14])[CH:6]=[C:7]([C:9]([F:11])([F:12])[F:10])[CH:8]=1.